This data is from Reaction yield outcomes from USPTO patents with 853,638 reactions. The task is: Predict the reaction yield, written as a fraction of the theoretical maximum amount of product (1.0 means a 100% yield; for example, 0.34 means a 34% yield). (1) The reactants are C1(S([N:10]2[C:18]3[C:13](=[CH:14][CH:15]=[C:16]([S:19]([N:22]4[CH2:27][CH2:26][N:25]([CH2:28][CH:29]5[CH2:34][CH2:33][N:32]([C:35]6[CH:36]=[CH:37][C:38](=[O:42])[N:39]([CH3:41])[N:40]=6)[CH2:31][CH2:30]5)[C:24](=[O:43])[CH2:23]4)(=[O:21])=[O:20])[CH:17]=3)[C:12]([Cl:44])=[CH:11]2)(=O)=O)C=CC=CC=1.[F-].C([N+](CCCC)(CCCC)CCCC)CCC. The catalyst is O1CCCC1.C(O)C. The product is [Cl:44][C:12]1[C:13]2[C:18](=[CH:17][C:16]([S:19]([N:22]3[CH2:27][CH2:26][N:25]([CH2:28][CH:29]4[CH2:34][CH2:33][N:32]([C:35]5[CH:36]=[CH:37][C:38](=[O:42])[N:39]([CH3:41])[N:40]=5)[CH2:31][CH2:30]4)[C:24](=[O:43])[CH2:23]3)(=[O:20])=[O:21])=[CH:15][CH:14]=2)[NH:10][CH:11]=1. The yield is 0.710. (2) The reactants are C([O:8][CH2:9][CH2:10][O:11][C:12]1[CH:13]=[CH:14][C:15]([F:31])=[C:16]2[C:21]=1[NH:20][CH:19]=[C:18]([C:22]1[CH:27]=[CH:26][C:25]([O:28][CH3:29])=[CH:24][CH:23]=1)[C:17]2=[O:30])C1C=CC=CC=1.[H][H]. The catalyst is [OH-].[OH-].[Pd+2].C(O)C. The product is [F:31][C:15]1[CH:14]=[CH:13][C:12]([O:11][CH2:10][CH2:9][OH:8])=[C:21]2[C:16]=1[C:17](=[O:30])[C:18]([C:22]1[CH:27]=[CH:26][C:25]([O:28][CH3:29])=[CH:24][CH:23]=1)=[CH:19][NH:20]2. The yield is 0.990. (3) The catalyst is C1COCC1. The yield is 0.790. The reactants are [F:1][C:2]1[CH:3]=[C:4]([C@@H:14]([NH:16][C:17](=[O:23])[O:18][C:19]([CH3:22])([CH3:21])[CH3:20])[CH3:15])[CH:5]=[CH:6][C:7]=1[C:8](=[O:13])N(OC)C.[H-].[H-].[H-].[H-].[Li+].[Al+3].CCOC(C)=O.CCCCCCC. The product is [F:1][C:2]1[CH:3]=[C:4]([C@@H:14]([NH:16][C:17](=[O:23])[O:18][C:19]([CH3:22])([CH3:21])[CH3:20])[CH3:15])[CH:5]=[CH:6][C:7]=1[CH:8]=[O:13]. (4) The reactants are [CH:1]([C:4]1[CH:8]=[CH:7][NH:6][N:5]=1)([CH3:3])[CH3:2].CC(C)([O-])C.[K+].O1CCCC1.[CH2:20](Br)[C:21]1[CH:26]=[CH:25][CH:24]=[CH:23][CH:22]=1. The catalyst is O. The product is [CH2:20]([N:6]1[CH:7]=[CH:8][C:4]([CH:1]([CH3:3])[CH3:2])=[N:5]1)[C:21]1[CH:26]=[CH:25][CH:24]=[CH:23][CH:22]=1. The yield is 0.680. (5) The reactants are [C:1]([C:3]1([C:6]2[CH:7]=[C:8]([CH:12]=[CH:13][CH:14]=2)[C:9](Cl)=[O:10])[CH2:5][CH2:4]1)#[N:2].Cl.Cl.[NH2:17][C:18]1[CH:19]=[C:20]([CH:29]=[CH:30][CH:31]=1)[O:21][C:22]1[CH:23]=[CH:24][C:25]([NH2:28])=[N:26][CH:27]=1.C(=O)([O-])O.[Na+]. The product is [NH2:28][C:25]1[N:26]=[CH:27][C:22]([O:21][C:20]2[CH:19]=[C:18]([NH:17][C:9](=[O:10])[C:8]3[CH:12]=[CH:13][CH:14]=[C:6]([C:3]4([C:1]#[N:2])[CH2:5][CH2:4]4)[CH:7]=3)[CH:31]=[CH:30][CH:29]=2)=[CH:23][CH:24]=1. The yield is 0.750. The catalyst is CN(C)C(=O)C.